Dataset: Full USPTO retrosynthesis dataset with 1.9M reactions from patents (1976-2016). Task: Predict the reactants needed to synthesize the given product. Given the product [Si:1]([O:18][CH2:19][CH2:20][CH2:21][CH:22]([NH:25][C:34](=[O:33])[O:36][C:37]([CH3:40])([CH3:39])[CH3:38])[CH2:23][CH3:24])([C:14]([CH3:16])([CH3:17])[CH3:15])([C:8]1[CH:9]=[CH:10][CH:11]=[CH:12][CH:13]=1)[C:2]1[CH:3]=[CH:4][CH:5]=[CH:6][CH:7]=1, predict the reactants needed to synthesize it. The reactants are: [Si:1]([O:18][CH2:19][CH2:20][CH2:21][CH:22]([NH2:25])[CH2:23][CH3:24])([C:14]([CH3:17])([CH3:16])[CH3:15])([C:8]1[CH:13]=[CH:12][CH:11]=[CH:10][CH:9]=1)[C:2]1[CH:7]=[CH:6][CH:5]=[CH:4][CH:3]=1.C(N(CC)CC)C.[O:33](C(OC(C)(C)C)=O)[C:34]([O:36][C:37]([CH3:40])([CH3:39])[CH3:38])=O.[OH-].[Na+].